From a dataset of NCI-60 drug combinations with 297,098 pairs across 59 cell lines. Regression. Given two drug SMILES strings and cell line genomic features, predict the synergy score measuring deviation from expected non-interaction effect. (1) Drug 1: CC1=C(C=C(C=C1)NC2=NC=CC(=N2)N(C)C3=CC4=NN(C(=C4C=C3)C)C)S(=O)(=O)N.Cl. Drug 2: C1C(C(OC1N2C=C(C(=O)NC2=O)F)CO)O. Cell line: IGROV1. Synergy scores: CSS=32.0, Synergy_ZIP=-3.98, Synergy_Bliss=3.58, Synergy_Loewe=-38.2, Synergy_HSA=3.99. (2) Drug 1: C1CC(=O)NC(=O)C1N2CC3=C(C2=O)C=CC=C3N. Drug 2: COC1=C2C(=CC3=C1OC=C3)C=CC(=O)O2. Cell line: SK-MEL-5. Synergy scores: CSS=2.74, Synergy_ZIP=5.11, Synergy_Bliss=-0.291, Synergy_Loewe=2.04, Synergy_HSA=-0.921. (3) Drug 1: COC1=NC(=NC2=C1N=CN2C3C(C(C(O3)CO)O)O)N. Drug 2: CNC(=O)C1=NC=CC(=C1)OC2=CC=C(C=C2)NC(=O)NC3=CC(=C(C=C3)Cl)C(F)(F)F. Cell line: IGROV1. Synergy scores: CSS=-4.78, Synergy_ZIP=0.380, Synergy_Bliss=-3.14, Synergy_Loewe=-4.42, Synergy_HSA=-4.30. (4) Drug 1: C1C(C(OC1N2C=NC3=C(N=C(N=C32)Cl)N)CO)O. Drug 2: C1=NNC2=C1C(=O)NC=N2. Cell line: MDA-MB-231. Synergy scores: CSS=32.8, Synergy_ZIP=0.875, Synergy_Bliss=0.517, Synergy_Loewe=-21.2, Synergy_HSA=0.335. (5) Drug 1: C1=CC(=CC=C1C#N)C(C2=CC=C(C=C2)C#N)N3C=NC=N3. Drug 2: CCC1=C2CN3C(=CC4=C(C3=O)COC(=O)C4(CC)O)C2=NC5=C1C=C(C=C5)O. Cell line: HS 578T. Synergy scores: CSS=9.96, Synergy_ZIP=-2.44, Synergy_Bliss=2.83, Synergy_Loewe=-22.9, Synergy_HSA=-4.44. (6) Drug 1: C1CCN(CC1)CCOC2=CC=C(C=C2)C(=O)C3=C(SC4=C3C=CC(=C4)O)C5=CC=C(C=C5)O. Drug 2: CCN(CC)CCNC(=O)C1=C(NC(=C1C)C=C2C3=C(C=CC(=C3)F)NC2=O)C. Cell line: HL-60(TB). Synergy scores: CSS=4.71, Synergy_ZIP=16.0, Synergy_Bliss=21.7, Synergy_Loewe=10.1, Synergy_HSA=12.3.